Dataset: Catalyst prediction with 721,799 reactions and 888 catalyst types from USPTO. Task: Predict which catalyst facilitates the given reaction. (1) Reactant: C[O:2][C:3](=O)[C:4]1[CH:9]=[CH:8][C:7]([O:10][C:11]2[CH:16]=[CH:15][C:14]([Br:17])=[C:13]([CH3:18])[CH:12]=2)=[N:6][CH:5]=1.[H-].[H-].[H-].[H-].[Li+].[Al+3]. Product: [Br:17][C:14]1[CH:15]=[CH:16][C:11]([O:10][C:7]2[N:6]=[CH:5][C:4]([CH:3]=[O:2])=[CH:9][CH:8]=2)=[CH:12][C:13]=1[CH3:18]. The catalyst class is: 725. (2) Reactant: [F:1][C:2]1[CH:7]=[C:6]([F:8])[CH:5]=[CH:4][C:3]=1[S:9](Cl)(=[O:11])=[O:10].[Si:13]([O:20][CH2:21][CH2:22][NH:23][CH3:24])([C:16]([CH3:19])([CH3:18])[CH3:17])([CH3:15])[CH3:14]. Product: [CH3:19][C:16]([Si:13]([CH3:14])([CH3:15])[O:20][CH2:21][CH2:22][N:23]([CH3:24])[S:9]([C:3]1[CH:4]=[CH:5][C:6]([F:8])=[CH:7][C:2]=1[F:1])(=[O:11])=[O:10])([CH3:17])[CH3:18]. The catalyst class is: 797. (3) Reactant: [NH2:1][C:2]1[C:10]2[C:5](=[N:6][C:7]([O:13][CH2:14][C:15]([OH:17])=O)=[C:8]([Cl:12])[C:9]=2[CH3:11])[S:4][C:3]=1[C:18](=[O:23])[NH:19][CH:20]1[CH2:22][CH2:21]1.O.ON1C2C=CC=CC=2N=N1.[CH:35]([N:38](CC)[CH:39](C)C)(C)C.Cl.CN(C)CCCN=C=NCC.CNC. Product: [CH3:35][N:38]([CH3:39])[C:15](=[O:17])[CH2:14][O:13][C:7]1[N:6]=[C:5]2[S:4][C:3]([C:18](=[O:23])[NH:19][CH:20]3[CH2:21][CH2:22]3)=[C:2]([NH2:1])[C:10]2=[C:9]([CH3:11])[C:8]=1[Cl:12]. The catalyst class is: 198.